Dataset: Reaction yield outcomes from USPTO patents with 853,638 reactions. Task: Predict the reaction yield, written as a fraction of the theoretical maximum amount of product (1.0 means a 100% yield; for example, 0.34 means a 34% yield). The reactants are [O:1]=[C:2]1[CH2:7][CH2:6][CH2:5][N:4]([C:8]([O:10][C:11]([CH3:14])([CH3:13])[CH3:12])=[O:9])[CH2:3]1.[CH3:15][N:16]([CH:18](OC)OC)[CH3:17]. No catalyst specified. The product is [CH3:15][N:16]([CH:18]=[C:7]1[CH2:6][CH2:5][N:4]([C:8]([O:10][C:11]([CH3:14])([CH3:13])[CH3:12])=[O:9])[CH2:3][C:2]1=[O:1])[CH3:17]. The yield is 0.940.